Dataset: Full USPTO retrosynthesis dataset with 1.9M reactions from patents (1976-2016). Task: Predict the reactants needed to synthesize the given product. Given the product [C:1]([O:5][C:6]([N:8]1[C@H:20]([C:21]([OH:23])=[O:22])[CH2:19][C:18]2[C:17]3[C:12](=[CH:13][CH:14]=[CH:15][CH:16]=3)[N:11]([CH2:31][C:30]3[CH:33]=[CH:34][C:27]([F:26])=[CH:28][CH:29]=3)[C:10]=2[CH2:9]1)=[O:7])([CH3:4])([CH3:2])[CH3:3], predict the reactants needed to synthesize it. The reactants are: [C:1]([O:5][C:6]([N:8]1[C@H:20]([C:21]([OH:23])=[O:22])[CH2:19][C:18]2[C:17]3[C:12](=[CH:13][CH:14]=[CH:15][CH:16]=3)[NH:11][C:10]=2[CH2:9]1)=[O:7])([CH3:4])([CH3:3])[CH3:2].[H-].[Na+].[F:26][C:27]1[CH:34]=[CH:33][C:30]([CH2:31]Br)=[CH:29][CH:28]=1.C(O)(=O)CC(CC(O)=O)(C(O)=O)O.